Dataset: Forward reaction prediction with 1.9M reactions from USPTO patents (1976-2016). Task: Predict the product of the given reaction. (1) The product is: [OH:15][C:16]1([C:2]2[CH:7]=[CH:6][CH:5]=[CH:4][CH:3]=2)[CH2:17][CH:18]2[CH2:22][N:21]([C:23]([O:25][CH2:26][C:27]3[CH:32]=[CH:31][CH:30]=[CH:29][CH:28]=3)=[O:24])[CH2:20][CH:19]2[CH2:33]1. Given the reactants Br[C:2]1[CH:7]=[CH:6][CH:5]=[CH:4][CH:3]=1.[Li]C(CC)C.N#N.[O:15]=[C:16]1[CH2:33][CH:19]2[CH2:20][N:21]([C:23]([O:25][CH2:26][C:27]3[CH:32]=[CH:31][CH:30]=[CH:29][CH:28]=3)=[O:24])[CH2:22][CH:18]2[CH2:17]1, predict the reaction product. (2) The product is: [Br:1][C:2]1[CH:3]=[C:4]2[C:9](=[CH:10][CH:11]=1)[N:8]=[C:7]([O:12][CH2:26][CH3:27])[C:6]([O:13][C:14]1[CH:15]=[CH:16][C:17]([Cl:20])=[CH:18][CH:19]=1)=[C:5]2[C:21]([F:23])([F:22])[F:24]. Given the reactants [Br:1][C:2]1[CH:3]=[C:4]2[C:9](=[CH:10][CH:11]=1)[NH:8][C:7](=[O:12])[C:6]([O:13][C:14]1[CH:19]=[CH:18][C:17]([Cl:20])=[CH:16][CH:15]=1)=[C:5]2[C:21]([F:24])([F:23])[F:22].[O-][CH2:26][CH3:27].[Na+], predict the reaction product. (3) Given the reactants C(P(C(C)(C)C)C1C=CC=CC=1C1C=CC=CC=1C)(C)(C)C.C(O)=O.CCN(CC)CC.C([O:36][C:37]([C@@H:39]1[CH2:44][C@@H:43]2[C@@H:41]([CH2:42]2)[N:40]1[C:45](=[O:59])[CH2:46][N:47]1[C:51]2=[N:52][CH:53]=[CH:54][CH:55]=[C:50]2[C:49]([C:56](=[O:58])[CH3:57])=[N:48]1)=[O:38])C=C, predict the reaction product. The product is: [C:56]([C:49]1[C:50]2[C:51](=[N:52][CH:53]=[CH:54][CH:55]=2)[N:47]([CH2:46][C:45]([N:40]2[C@H:39]([C:37]([OH:38])=[O:36])[CH2:44][C@@H:43]3[C@H:41]2[CH2:42]3)=[O:59])[N:48]=1)(=[O:58])[CH3:57]. (4) The product is: [CH:36]([NH:37][C:3](=[O:23])[C:4]1[CH:9]=[CH:8][C:7]([O:10][CH2:11][C:12]2[C:13]([N:18]3[CH2:19][CH2:20][CH2:21][CH2:22]3)=[N:14][O:15][C:16]=2[CH3:17])=[N:6][CH:5]=1)([CH3:41])[CH3:35]. Given the reactants CO[C:3](=[O:23])[C:4]1[CH:9]=[CH:8][C:7]([O:10][CH2:11][C:12]2[C:13]([N:18]3[CH2:22][CH2:21][CH2:20][CH2:19]3)=[N:14][O:15][C:16]=2[CH3:17])=[N:6][CH:5]=1.COC(=O)C1C=CC(OC[C:35]2[C:36]([CH2:41]CC(F)(F)F)=[N:37]OC=2C)=NC=1, predict the reaction product. (5) Given the reactants [CH3:1][O:2][C:3]1[CH:4]=[CH:5][C:6]([C:18](=[O:40])[C:19]2[CH:24]=[CH:23][C:22]([O:25][CH2:26][CH2:27][C:28]3[N:29]=[C:30]([C:34]4[CH:39]=[CH:38][CH:37]=[CH:36][CH:35]=4)[O:31][C:32]=3[CH3:33])=[CH:21][CH:20]=2)=[C:7]([CH:17]=1)[O:8][C@H:9]([CH3:16])[C:10]([O:12]CCC)=[O:11].O.[OH-].[Li+].Cl.C(OCC)(=O)C, predict the reaction product. The product is: [CH3:1][O:2][C:3]1[CH:4]=[CH:5][C:6]([C:18](=[O:40])[C:19]2[CH:20]=[CH:21][C:22]([O:25][CH2:26][CH2:27][C:28]3[N:29]=[C:30]([C:34]4[CH:39]=[CH:38][CH:37]=[CH:36][CH:35]=4)[O:31][C:32]=3[CH3:33])=[CH:23][CH:24]=2)=[C:7]([CH:17]=1)[O:8][C@H:9]([CH3:16])[C:10]([OH:12])=[O:11]. (6) Given the reactants FC(F)(F)C(N1CCC([N:11]2[CH:15]=[C:14]([C:16]3[CH:17]=[N:18][C:19]([C:22]4[CH:27]=[CH:26][CH:25]=[C:24]([C:28]5[CH:29]=[N:30][N:31]([CH3:33])[CH:32]=5)[CH:23]=4)=[N:20][CH:21]=3)[CH:13]=[N:12]2)CC1)=O.IC1C=NN([C@H:42]2[CH2:47][CH2:46][C@H:45]([N:48]3[CH2:53][CH2:52][O:51][CH2:50][C:49]3=[O:54])[CH2:44][CH2:43]2)C=1, predict the reaction product. The product is: [CH3:33][N:31]1[CH:32]=[C:28]([C:24]2[CH:23]=[C:22]([C:19]3[N:20]=[CH:21][C:16]([C:14]4[CH:13]=[N:12][N:11]([CH:42]5[CH2:43][CH2:44][CH:45]([N:48]6[CH2:53][CH2:52][O:51][CH2:50][C:49]6=[O:54])[CH2:46][CH2:47]5)[CH:15]=4)=[CH:17][N:18]=3)[CH:27]=[CH:26][CH:25]=2)[CH:29]=[N:30]1. (7) Given the reactants [C:1]1([CH:7]2[C:12]3[C:13]([C:16]([O:18][CH2:19][CH3:20])=[O:17])=[N:14][O:15][C:11]=3[CH2:10][CH2:9][NH:8]2)[CH:6]=[CH:5][CH:4]=[CH:3][CH:2]=1.C(N(CC)CC)C.[CH3:28][C:29]([O:32][C:33](O[C:33]([O:32][C:29]([CH3:31])([CH3:30])[CH3:28])=[O:34])=[O:34])([CH3:31])[CH3:30], predict the reaction product. The product is: [C:1]1([CH:7]2[C:12]3[C:13]([C:16]([O:18][CH2:19][CH3:20])=[O:17])=[N:14][O:15][C:11]=3[CH2:10][CH2:9][N:8]2[C:33]([O:32][C:29]([CH3:31])([CH3:30])[CH3:28])=[O:34])[CH:2]=[CH:3][CH:4]=[CH:5][CH:6]=1.